The task is: Predict the reactants needed to synthesize the given product.. This data is from Full USPTO retrosynthesis dataset with 1.9M reactions from patents (1976-2016). (1) Given the product [CH2:17]([NH:24][C:2]1[O:3][C:4]([C:7]2[CH:8]=[C:9]3[C:13](=[CH:14][CH:15]=2)[NH:12][N:11]=[C:10]3[CH3:16])=[CH:5][N:6]=1)[C:18]1[CH:23]=[CH:22][CH:21]=[CH:20][CH:19]=1, predict the reactants needed to synthesize it. The reactants are: I[C:2]1[O:3][C:4]([C:7]2[CH:8]=[C:9]3[C:13](=[CH:14][CH:15]=2)[NH:12][N:11]=[C:10]3[CH3:16])=[CH:5][N:6]=1.[CH2:17]([NH2:24])[C:18]1[CH:23]=[CH:22][CH:21]=[CH:20][CH:19]=1.CN1C(=O)CCC1.CO. (2) Given the product [Cl:5][C:6]1[CH:14]=[CH:13][C:9]([C:10]([C:19]2[NH:15][C:16]([CH2:20][C:21]#[N:22])=[CH:17][CH:18]=2)=[O:11])=[CH:8][CH:7]=1, predict the reactants needed to synthesize it. The reactants are: [Cl-].[Al+3].[Cl-].[Cl-].[Cl:5][C:6]1[CH:14]=[CH:13][C:9]([C:10](Cl)=[O:11])=[CH:8][CH:7]=1.[NH:15]1[CH:19]=[CH:18][CH:17]=[C:16]1[CH2:20][C:21]#[N:22].Cl. (3) The reactants are: Br[C:2]1[CH:7]=[CH:6][C:5]([C:8]([F:11])([F:10])[F:9])=[CH:4][CH:3]=1.C([Li])CCC.[CH2:17]([N:24]1[CH2:29][CH2:28][C:27](=[O:30])[CH2:26][CH2:25]1)[C:18]1[CH:23]=[CH:22][CH:21]=[CH:20][CH:19]=1.Cl. Given the product [CH2:17]([N:24]1[CH2:29][CH2:28][C:27]([C:2]2[CH:7]=[CH:6][C:5]([C:8]([F:11])([F:10])[F:9])=[CH:4][CH:3]=2)([OH:30])[CH2:26][CH2:25]1)[C:18]1[CH:19]=[CH:20][CH:21]=[CH:22][CH:23]=1, predict the reactants needed to synthesize it.